From a dataset of NCI-60 drug combinations with 297,098 pairs across 59 cell lines. Regression. Given two drug SMILES strings and cell line genomic features, predict the synergy score measuring deviation from expected non-interaction effect. (1) Drug 1: C1=NC2=C(N1)C(=S)N=C(N2)N. Drug 2: CCN(CC)CCCC(C)NC1=C2C=C(C=CC2=NC3=C1C=CC(=C3)Cl)OC. Cell line: SW-620. Synergy scores: CSS=49.4, Synergy_ZIP=-0.249, Synergy_Bliss=2.78, Synergy_Loewe=-4.32, Synergy_HSA=3.88. (2) Drug 1: CC1=CC=C(C=C1)C2=CC(=NN2C3=CC=C(C=C3)S(=O)(=O)N)C(F)(F)F. Drug 2: C(CCl)NC(=O)N(CCCl)N=O. Cell line: SW-620. Synergy scores: CSS=5.24, Synergy_ZIP=-1.49, Synergy_Bliss=3.16, Synergy_Loewe=-5.33, Synergy_HSA=-0.489. (3) Drug 1: C1CC(=O)NC(=O)C1N2CC3=C(C2=O)C=CC=C3N. Drug 2: COC1=NC(=NC2=C1N=CN2C3C(C(C(O3)CO)O)O)N. Cell line: A498. Synergy scores: CSS=0.179, Synergy_ZIP=3.86, Synergy_Bliss=5.96, Synergy_Loewe=-2.40, Synergy_HSA=-2.16. (4) Drug 1: CC1OCC2C(O1)C(C(C(O2)OC3C4COC(=O)C4C(C5=CC6=C(C=C35)OCO6)C7=CC(=C(C(=C7)OC)O)OC)O)O. Synergy scores: CSS=42.3, Synergy_ZIP=5.51, Synergy_Bliss=7.86, Synergy_Loewe=2.31, Synergy_HSA=10.6. Cell line: EKVX. Drug 2: CC1=CC2C(CCC3(C2CCC3(C(=O)C)OC(=O)C)C)C4(C1=CC(=O)CC4)C. (5) Drug 1: CN(C)C1=NC(=NC(=N1)N(C)C)N(C)C. Drug 2: C(=O)(N)NO. Cell line: SK-MEL-28. Synergy scores: CSS=-7.33, Synergy_ZIP=2.10, Synergy_Bliss=-0.760, Synergy_Loewe=-4.72, Synergy_HSA=-5.49. (6) Drug 1: CNC(=O)C1=CC=CC=C1SC2=CC3=C(C=C2)C(=NN3)C=CC4=CC=CC=N4. Drug 2: C1CCC(C(C1)N)N.C(=O)(C(=O)[O-])[O-].[Pt+4]. Cell line: HL-60(TB). Synergy scores: CSS=56.0, Synergy_ZIP=4.80, Synergy_Bliss=6.15, Synergy_Loewe=-0.966, Synergy_HSA=9.11. (7) Drug 1: CCC(=C(C1=CC=CC=C1)C2=CC=C(C=C2)OCCN(C)C)C3=CC=CC=C3.C(C(=O)O)C(CC(=O)O)(C(=O)O)O. Drug 2: C1=CC=C(C(=C1)C(C2=CC=C(C=C2)Cl)C(Cl)Cl)Cl. Cell line: OVCAR-8. Synergy scores: CSS=1.18, Synergy_ZIP=0.710, Synergy_Bliss=2.04, Synergy_Loewe=0.155, Synergy_HSA=0.155. (8) Cell line: UACC62. Drug 1: C1=CC(=C2C(=C1NCCNCCO)C(=O)C3=C(C=CC(=C3C2=O)O)O)NCCNCCO. Drug 2: C1=NC2=C(N1)C(=S)N=C(N2)N. Synergy scores: CSS=46.0, Synergy_ZIP=-7.36, Synergy_Bliss=-5.13, Synergy_Loewe=-2.49, Synergy_HSA=-0.228.